This data is from Full USPTO retrosynthesis dataset with 1.9M reactions from patents (1976-2016). The task is: Predict the reactants needed to synthesize the given product. (1) Given the product [CH3:32][N:29]1[CH2:30][CH2:31][C:3]2[N:2]([CH3:1])[C:10]3[CH:9]=[C:8]([N:11]4[CH:16]=[CH:15][C:14]([C:17]5[CH:18]=[N:19][C:20]([C:23]([F:24])([F:25])[F:26])=[CH:21][CH:22]=5)=[CH:13][C:12]4=[O:27])[CH:7]=[CH:6][C:5]=3[C:4]=2[CH2:28]1, predict the reactants needed to synthesize it. The reactants are: [CH3:1][N:2]1[C:10]2[CH:9]=[C:8]([N:11]3[CH:16]=[CH:15][C:14]([C:17]4[CH:18]=[N:19][C:20]([C:23]([F:26])([F:25])[F:24])=[CH:21][CH:22]=4)=[CH:13][C:12]3=[O:27])[CH:7]=[CH:6][C:5]=2[C:4]2[CH2:28][NH:29][CH2:30][CH2:31][C:3]1=2.[C:32]1(N)C(F)=C(F)C(F)=C(N)C=1F.Cl.Cl. (2) The reactants are: O=[C:2]1[NH:7][CH:6]=[N:5][C:4]2[C:8]([CH:11]3[CH2:16][CH2:15][N:14]([C:17]([O:19][C:20]([CH3:23])([CH3:22])[CH3:21])=[O:18])[CH2:13][CH2:12]3)=[CH:9][NH:10][C:3]1=2.C(OC(OC(C)(C)C)=O)(OC(C)(C)C)=O.P(Cl)(Cl)([Cl:41])=O. Given the product [Cl:41][C:2]1[C:3]2[NH:10][CH:9]=[C:8]([CH:11]3[CH2:16][CH2:15][N:14]([C:17]([O:19][C:20]([CH3:23])([CH3:22])[CH3:21])=[O:18])[CH2:13][CH2:12]3)[C:4]=2[N:5]=[CH:6][N:7]=1, predict the reactants needed to synthesize it. (3) Given the product [Cl:1][C:2]1[CH:7]=[CH:6][N:5]=[C:4]([C:8]([NH:40][C:37]2[CH:38]=[CH:39][N:34]=[CH:35][CH:36]=2)=[O:10])[CH:3]=1, predict the reactants needed to synthesize it. The reactants are: [Cl:1][C:2]1[CH:7]=[CH:6][N:5]=[C:4]([C:8]([OH:10])=O)[CH:3]=1.Cl.CN(C)CCCN=C=NCC.O.N1(O)C2C=CC=CC=2N=N1.[N:34]1[CH:39]=[CH:38][C:37]([NH2:40])=[CH:36][CH:35]=1.